Dataset: Full USPTO retrosynthesis dataset with 1.9M reactions from patents (1976-2016). Task: Predict the reactants needed to synthesize the given product. (1) The reactants are: C([S:8]([NH:11][C:12]([CH:14]1[CH2:19][CH2:18][N:17]([C:20]2[C:25]([Cl:26])=[CH:24][C:23]([C:27](=[O:31])[CH2:28][CH2:29][CH3:30])=[C:22]([CH2:32][N:33]3[CH2:37][CH2:36][CH2:35][C:34]3=[O:38])[N:21]=2)[CH2:16][CH2:15]1)=[O:13])(=[O:10])=[O:9])C1C=CC=CC=1.[CH3:39]OC1CCCCN=1.C1(CS(N)(=O)=O)C=CC=CC=1.[F:58][C:59]1[CH:64]=[CH:63][C:62]([N:65]([CH3:70])S(N)(=O)=O)=[CH:61][CH:60]=1. Given the product [C:27]([C:23]1[CH:24]=[C:25]([Cl:26])[C:20]([N:17]2[CH2:18][CH2:19][CH:14]([C:12]([NH:11][S:8]([N:65]([C:62]3[CH:63]=[CH:64][C:59]([F:58])=[CH:60][CH:61]=3)[CH3:70])(=[O:9])=[O:10])=[O:13])[CH2:15][CH2:16]2)=[N:21][C:22]=1[CH2:32][N:33]1[CH2:37][CH2:36][CH2:39][CH2:35][C:34]1=[O:38])(=[O:31])[CH2:28][CH2:29][CH3:30], predict the reactants needed to synthesize it. (2) Given the product [F:44][CH:45]([F:54])[C:46]1[O:43][N:42]=[C:2]([C:3]2[CH:4]=[CH:5][C:6]([CH3:41])=[C:7]([N:9]([CH2:26][C:27]([N:29]([N:31]3[CH2:39][C:38]4[C:33](=[CH:34][CH:35]=[C:36]([F:40])[CH:37]=4)[CH2:32]3)[CH3:30])=[O:28])[CH2:10][C:11]([NH:13][CH2:14][CH2:15][N:16]([C:19]([O:21][C:22]([CH3:25])([CH3:23])[CH3:24])=[O:20])[CH2:17][CH3:18])=[O:12])[CH:8]=2)[N:1]=1, predict the reactants needed to synthesize it. The reactants are: [NH2:1][C:2](=[N:42][OH:43])[C:3]1[CH:4]=[CH:5][C:6]([CH3:41])=[C:7]([N:9]([CH2:26][C:27]([N:29]([N:31]2[CH2:39][C:38]3[C:33](=[CH:34][CH:35]=[C:36]([F:40])[CH:37]=3)[CH2:32]2)[CH3:30])=[O:28])[CH2:10][C:11]([NH:13][CH2:14][CH2:15][N:16]([C:19]([O:21][C:22]([CH3:25])([CH3:24])[CH3:23])=[O:20])[CH2:17][CH3:18])=[O:12])[CH:8]=1.[F:44][CH:45]([F:54])[C:46](O[C:46](=O)[CH:45]([F:54])[F:44])=O. (3) Given the product [C:33]([NH:37][C:38](=[O:49])[O:39][CH:40]1[CH2:47][CH:46]2[CH:42]([CH2:43][CH:6]([NH:7][CH2:8][C:9]([N:11]3[CH2:15][CH2:14][CH2:13][CH:12]3[C:16]#[N:17])=[O:10])[CH2:45]2)[CH2:41]1)([CH3:34])([CH3:36])[CH3:35], predict the reactants needed to synthesize it. The reactants are: C(O[C:6](=O)[NH:7][CH2:8][C:9]([N:11]1[CH2:15][CH2:14][CH2:13][CH:12]1[C:16]#[N:17])=[O:10])(C)(C)C.FC(F)(F)C(O)=O.C(N(CC)CC)C.[C:33]([NH:37][C:38](=[O:49])[O:39][CH:40]1[CH2:47][CH:46]2[CH:42]([CH2:43]C(=O)[CH2:45]2)[CH2:41]1)([CH3:36])([CH3:35])[CH3:34].C(O[BH-](OC(=O)C)OC(=O)C)(=O)C.[Na+]. (4) Given the product [NH2:10][C:11]1[CH:12]=[CH:13][C:14]([C:17](=[O:38])[CH2:18][N:19]2[C:23]3[CH:24]=[CH:25][CH:26]=[CH:27][C:22]=3[N:21]=[C:20]2[C:28]2[C:32]([NH:33][CH2:34][CH2:35][C:36]#[N:37])=[N:31][O:30][N:29]=2)=[CH:15][CH:16]=1, predict the reactants needed to synthesize it. The reactants are: C(OC(=O)[NH:10][C:11]1[CH:16]=[CH:15][C:14]([C:17](=[O:38])[CH2:18][N:19]2[C:23]3[CH:24]=[CH:25][CH:26]=[CH:27][C:22]=3[N:21]=[C:20]2[C:28]2[C:32]([NH:33][CH2:34][CH2:35][C:36]#[N:37])=[N:31][O:30][N:29]=2)=[CH:13][CH:12]=1)C1C=CC=CC=1.C(OCC)(=O)C.CO. (5) Given the product [CH3:12][O:11][C:9]1[CH:8]=[CH:7][C:5]2[N:6]=[C:2]([C:18]3[S:17][C:16]([C:13]([OH:15])=[O:14])=[CH:20][CH:19]=3)[S:3][C:4]=2[CH:10]=1, predict the reactants needed to synthesize it. The reactants are: Br[C:2]1[S:3][C:4]2[CH:10]=[C:9]([O:11][CH3:12])[CH:8]=[CH:7][C:5]=2[N:6]=1.[C:13]([C:16]1[S:17][C:18](B(O)O)=[CH:19][CH:20]=1)([OH:15])=[O:14].C(=O)([O-])[O-].[Na+].[Na+]. (6) Given the product [C:1]([C@H:4]([CH2:31][CH2:32][O:33][CH3:34])[CH2:5][C:6]1([C:11]([NH:13][C@@H:14]([CH2:21][CH2:22][O:23][C:24]2[CH:29]=[CH:28][C:27]([Cl:30])=[CH:26][CH:25]=2)[CH2:15][C:16]([OH:18])=[O:17])=[O:12])[CH2:10][CH2:9][CH2:8][CH2:7]1)([OH:3])=[O:2], predict the reactants needed to synthesize it. The reactants are: [C:1]([C@H:4]([CH2:31][CH2:32][O:33][CH3:34])[CH2:5][C:6]1([C:11]([NH:13][C@@H:14]([CH2:21][CH2:22][O:23][C:24]2[CH:29]=[CH:28][C:27]([Cl:30])=[CH:26][CH:25]=2)[CH2:15][C:16]([O:18]CC)=[O:17])=[O:12])[CH2:10][CH2:9][CH2:8][CH2:7]1)([OH:3])=[O:2].[OH-].[Na+]. (7) Given the product [F:1][C:2]1[C:10]([C:11]([F:14])([F:12])[F:13])=[N+:9]([O-:19])[CH:8]=[CH:7][C:3]=1[C:4]([OH:6])=[O:5], predict the reactants needed to synthesize it. The reactants are: [F:1][C:2]1[C:10]([C:11]([F:14])([F:13])[F:12])=[N:9][CH:8]=[CH:7][C:3]=1[C:4]([OH:6])=[O:5].OO.NC(N)=[O:19].FC(F)(F)C(OC(=O)C(F)(F)F)=O. (8) Given the product [F:29][C:28]([F:31])([F:30])[S:25]([O:10][C:6]1[CH:5]=[C:4]([O:11][CH:12]2[CH2:17][CH2:16][CH2:15][CH2:14][O:13]2)[CH:3]=[C:2]([Cl:1])[C:7]=1[CH:8]=[O:9])(=[O:26])=[O:24], predict the reactants needed to synthesize it. The reactants are: [Cl:1][C:2]1[C:7]([CH:8]=[O:9])=[C:6]([OH:10])[CH:5]=[C:4]([O:11][CH:12]2[CH2:17][CH2:16][CH2:15][CH2:14][O:13]2)[CH:3]=1.N1C=CC=CC=1.[O:24](S(C(F)(F)F)(=O)=O)[S:25]([C:28]([F:31])([F:30])[F:29])(=O)=[O:26]. (9) Given the product [Cl:1][C:2]1[CH:3]=[C:4]([CH2:14][N:15]2[C:19]([CH3:20])=[CH:18][C:17]([C:21]([NH:23][C:24]3[CH:29]=[CH:28][C:27]([CH:30]=[O:31])=[CH:26][CH:25]=3)=[O:22])=[N:16]2)[C:5]2[O:9][C:8]([CH:10]([CH3:11])[CH3:12])=[CH:7][C:6]=2[CH:13]=1, predict the reactants needed to synthesize it. The reactants are: [Cl:1][C:2]1[CH:3]=[C:4]([CH2:14][N:15]2[C:19]([CH3:20])=[CH:18][C:17]([C:21]([NH:23][C:24]3[CH:29]=[CH:28][C:27]([CH2:30][OH:31])=[CH:26][CH:25]=3)=[O:22])=[N:16]2)[C:5]2[O:9][C:8]([CH:10]([CH3:12])[CH3:11])=[CH:7][C:6]=2[CH:13]=1.CC(OI1(OC(C)=O)(OC(C)=O)OC(=O)C2C=CC=CC1=2)=O. (10) The reactants are: CI.[F:3][C:4]1[CH:5]=[C:6]([SH:11])[CH:7]=[C:8]([F:10])[CH:9]=1.[C:12](=O)([O-])[O-].[K+].[K+]. Given the product [F:3][C:4]1[CH:5]=[C:6]([S:11][CH3:12])[CH:7]=[C:8]([F:10])[CH:9]=1, predict the reactants needed to synthesize it.